This data is from Reaction yield outcomes from USPTO patents with 853,638 reactions. The task is: Predict the reaction yield, written as a fraction of the theoretical maximum amount of product (1.0 means a 100% yield; for example, 0.34 means a 34% yield). The reactants are [F:1][C:2]1[CH:7]=[CH:6][C:5]([C:8]2[C:13]([C:14]3[CH:19]=[CH:18][N:17]=[CH:16][CH:15]=3)=[C:12]([C:20]3[CH:25]=[CH:24][C:23]([F:26])=[CH:22][CH:21]=3)[N:11]=[C:10]3[N:27]([CH2:30][C:31](O)=[O:32])[N:28]=[CH:29][C:9]=23)=[CH:4][CH:3]=1.[NH3:34]. No catalyst specified. The product is [F:1][C:2]1[CH:7]=[CH:6][C:5]([C:8]2[C:13]([C:14]3[CH:15]=[CH:16][N:17]=[CH:18][CH:19]=3)=[C:12]([C:20]3[CH:21]=[CH:22][C:23]([F:26])=[CH:24][CH:25]=3)[N:11]=[C:10]3[N:27]([CH2:30][C:31]([NH2:34])=[O:32])[N:28]=[CH:29][C:9]=23)=[CH:4][CH:3]=1. The yield is 0.360.